Dataset: Full USPTO retrosynthesis dataset with 1.9M reactions from patents (1976-2016). Task: Predict the reactants needed to synthesize the given product. (1) Given the product [CH2:1]([O:3][C:4](=[O:25])[CH2:5][CH2:6][C:7]1[CH:12]=[CH:11][C:10]([O:13][CH2:14][CH2:15][C@@H:16]([O:18][C:34]2[CH:35]=[CH:36][C:37]([O:39][C:40]([F:42])([F:41])[F:43])=[CH:38][C:33]=2[O:32][C:27]2[CH:28]=[CH:29][CH:30]=[CH:31][C:26]=2[CH3:45])[CH3:17])=[CH:9][C:8]=1[CH2:23][CH3:24])[CH3:2], predict the reactants needed to synthesize it. The reactants are: [CH2:1]([O:3][C:4](=[O:25])[CH2:5][CH2:6][C:7]1[CH:12]=[CH:11][C:10]([O:13][CH2:14][CH2:15][C@H:16]([O:18]S(C)(=O)=O)[CH3:17])=[CH:9][C:8]=1[CH2:23][CH3:24])[CH3:2].[C:26]1([CH3:45])[CH:31]=[CH:30][CH:29]=[CH:28][C:27]=1[O:32][C:33]1[CH:38]=[C:37]([O:39][C:40]([F:43])([F:42])[F:41])[CH:36]=[CH:35][C:34]=1O. (2) Given the product [CH2:17]([O:10][C:9]1[CH:8]=[CH:7][C:4]([CH:5]=[O:6])=[CH:3][C:2]=1[F:1])[C:18]1[CH:23]=[CH:22][CH:21]=[CH:20][CH:19]=1, predict the reactants needed to synthesize it. The reactants are: [F:1][C:2]1[CH:3]=[C:4]([CH:7]=[CH:8][C:9]=1[OH:10])[CH:5]=[O:6].C([O-])([O-])=O.[K+].[K+].[CH2:17](Br)[C:18]1[CH:23]=[CH:22][CH:21]=[CH:20][CH:19]=1. (3) Given the product [Cl:8][C:5]1[N:6]=[CH:7][C:2]([NH:1][C:19](=[O:20])[CH2:18][C:14]2[CH:13]=[C:12]3[C:17](=[CH:16][CH:15]=2)[NH:9][CH:10]=[CH:11]3)=[CH:3][CH:4]=1, predict the reactants needed to synthesize it. The reactants are: [NH2:1][C:2]1[CH:3]=[CH:4][C:5]([Cl:8])=[N:6][CH:7]=1.[NH:9]1[C:17]2[C:12](=[CH:13][C:14]([CH2:18][C:19](O)=[O:20])=[CH:15][CH:16]=2)[CH:11]=[CH:10]1.N. (4) Given the product [CH:24]1([NH:21][C:22]([NH:11][C:6]2[CH:7]=[CH:8][CH:9]=[C:10]3[C:5]=2[CH2:4][CH2:3][N:2]=[CH:1]3)=[O:23])[CH2:28][CH2:27][CH2:26][CH2:25]1, predict the reactants needed to synthesize it. The reactants are: [CH:1]1[C:10]2[CH:9]=[CH:8][CH:7]=[C:6]([NH2:11])[C:5]=2[CH:4]=[CH:3][N:2]=1.CCN(C(C)C)C(C)C.[N:21]([CH:24]1[CH2:28][CH2:27][CH2:26][CH2:25]1)=[C:22]=[O:23]. (5) Given the product [CH:1]([O:5][C:6]([N:8]1[CH2:13][CH2:12][CH:11]([O:14][CH2:15][C:16]2[N:20]=[C:19]([C:21]3[CH:22]=[N:23][C:24]([Cl:27])=[CH:25][CH:26]=3)[O:18][N:17]=2)[CH2:10][CH2:9]1)=[O:7])([CH3:3])[CH3:2], predict the reactants needed to synthesize it. The reactants are: [C:1]([O:5][C:6]([N:8]1[CH2:13][CH2:12][CH:11]([O:14][CH2:15][C:16]2[N:20]=[C:19]([C:21]3[CH:22]=[N:23][C:24]([Cl:27])=[CH:25][CH:26]=3)[O:18][N:17]=2)[CH2:10][CH2:9]1)=[O:7])(C)([CH3:3])[CH3:2].Cl.C(N(CC)CC)C.ClC(OC(C)C)=O.C1(C)C=CC=CC=1. (6) Given the product [F:1][C:2]1[CH:3]=[CH:4][C:5]2[O:9][C:8]([C:10]3[C:19]([N:20]4[CH2:24][CH2:23][CH2:22][CH2:21]4)=[N:18][C:17]4[C:12](=[CH:13][CH:14]=[C:15]([C:25]([OH:27])=[O:26])[CH:16]=4)[N:11]=3)=[CH:7][C:6]=2[CH:29]=1, predict the reactants needed to synthesize it. The reactants are: [F:1][C:2]1[CH:3]=[CH:4][C:5]2[O:9][C:8]([C:10]3[C:19]([N:20]4[CH2:24][CH2:23][CH2:22][CH2:21]4)=[N:18][C:17]4[C:12](=[CH:13][CH:14]=[C:15]([C:25]([O:27]C)=[O:26])[CH:16]=4)[N:11]=3)=[CH:7][C:6]=2[CH:29]=1.[OH-].[Na+].Cl.